From a dataset of Full USPTO retrosynthesis dataset with 1.9M reactions from patents (1976-2016). Predict the reactants needed to synthesize the given product. (1) Given the product [N:29]1[C:19]2[C:18](=[CH:17][CH:16]=[CH:21][CH:20]=2)[CH:22]=[CH:28][C:27]=1[CH2:8][O:9][C:10]1[C:11](=[O:26])[CH:12]=[N:13][N:14]([C:16]2[CH:21]=[CH:20][CH:19]=[C:18]([C:22]([F:25])([F:23])[F:24])[CH:17]=2)[CH:15]=1, predict the reactants needed to synthesize it. The reactants are: [I-].[Na+].Cl[Si](C)(C)C.[CH3:8][O:9][C:10]1[C:11](=[O:26])[CH:12]=[N:13][N:14]([C:16]2[CH:21]=[CH:20][CH:19]=[C:18]([C:22]([F:25])([F:24])[F:23])[CH:17]=2)[CH:15]=1.[C:27](#[N:29])[CH3:28]. (2) Given the product [CH2:1]([C:5]1[CH2:10][CH:9]([CH3:11])[C:8]([C:13](=[O:15])[CH3:14])([CH3:12])[CH2:7][CH:6]=1)[CH:2]([CH3:4])[CH3:3], predict the reactants needed to synthesize it. The reactants are: [CH2:1]([C:5]1[CH2:10][CH:9]([CH3:11])[C:8]([CH:13]([OH:15])[CH3:14])([CH3:12])[CH2:7][CH:6]=1)[CH:2]([CH3:4])[CH3:3].[Cr](O[Cr]([O-])(=O)=O)([O-])(=O)=O.[NH+]1C=CC=CC=1.[NH+]1C=CC=CC=1.Cl. (3) The reactants are: [C:1]([N:5]1[C:10](=[O:11])[C:9]([Cl:12])=[C:8](Cl)[CH:7]=[N:6]1)([CH3:4])([CH3:3])[CH3:2].[OH:14][CH2:15][C:16]1[CH:21]=[CH:20][C:19]([C:22]([OH:25])([CH3:24])[CH3:23])=[CH:18][CH:17]=1.C(=O)([O-])[O-].[Cs+].[Cs+]. Given the product [C:1]([N:5]1[C:10](=[O:11])[C:9]([Cl:12])=[C:8]([O:14][CH2:15][C:16]2[CH:21]=[CH:20][C:19]([C:22]([OH:25])([CH3:23])[CH3:24])=[CH:18][CH:17]=2)[CH:7]=[N:6]1)([CH3:4])([CH3:3])[CH3:2], predict the reactants needed to synthesize it. (4) Given the product [F:34][C:24]([F:23])([F:33])[C:25]1[N:26]=[CH:27][C:28]([C:29]2[O:1][N:2]=[C:3]([C:5]3[CH:13]=[CH:12][C:11]4[NH:10][C:9]5[CH:14]([CH2:17][C:18]([O:20][CH2:21][CH3:22])=[O:19])[CH2:15][CH2:16][C:8]=5[C:7]=4[CH:6]=3)[N:4]=2)=[CH:31][CH:32]=1, predict the reactants needed to synthesize it. The reactants are: [OH:1][NH:2][C:3]([C:5]1[CH:13]=[CH:12][C:11]2[NH:10][C:9]3[CH:14]([CH2:17][C:18]([O:20][CH2:21][CH3:22])=[O:19])[CH2:15][CH2:16][C:8]=3[C:7]=2[CH:6]=1)=[NH:4].[F:23][C:24]([F:34])([F:33])[C:25]1[CH:32]=[CH:31][C:28]([CH2:29]Cl)=[CH:27][N:26]=1. (5) Given the product [CH3:10][O:9][C:7]1[CH:6]=[C:5]([C:11]2[CH:12]=[C:13]3[NH:19][N:18]=[C:17]([I:20])[C:14]3=[N:15][CH:16]=2)[CH:4]=[C:3]([O:2][CH3:1])[CH:8]=1, predict the reactants needed to synthesize it. The reactants are: [CH3:1][O:2][C:3]1[CH:4]=[C:5]([C:11]2[CH:12]=[C:13]3[NH:19][N:18]=[CH:17][C:14]3=[N:15][CH:16]=2)[CH:6]=[C:7]([O:9][CH3:10])[CH:8]=1.[I:20]N1C(=O)CCC1=O. (6) Given the product [NH2:28][C:27]([NH:1][C:2]1[C:3]([C:15]([NH2:17])=[O:16])=[N:4][N:5]([C:7]2[CH:12]=[CH:11][C:10]([Br:13])=[C:9]([F:14])[CH:8]=2)[CH:6]=1)=[O:26], predict the reactants needed to synthesize it. The reactants are: [NH2:1][C:2]1[C:3]([C:15]([NH2:17])=[O:16])=[N:4][N:5]([C:7]2[CH:12]=[CH:11][C:10]([Br:13])=[C:9]([F:14])[CH:8]=2)[CH:6]=1.C(O)(=O)C.CC(O)C.[O-:26][C:27]#[N:28].[K+]. (7) Given the product [F:15][C:16]1[CH:21]=[CH:20][CH:19]=[CH:18][C:17]=1[CH:22]([C:24]1[CH:25]=[CH:26][C:27]([F:30])=[CH:28][CH:29]=1)[O:1][C:2]1[CH:11]=[CH:10][C:9]([N+:12]([O-:14])=[O:13])=[CH:8][C:3]=1[C:4]([O:6][CH3:7])=[O:5], predict the reactants needed to synthesize it. The reactants are: [OH:1][C:2]1[CH:11]=[CH:10][C:9]([N+:12]([O-:14])=[O:13])=[CH:8][C:3]=1[C:4]([O:6][CH3:7])=[O:5].[F:15][C:16]1[CH:21]=[CH:20][CH:19]=[CH:18][C:17]=1[CH:22]([C:24]1[CH:29]=[CH:28][C:27]([F:30])=[CH:26][CH:25]=1)O.C1(C)C=CC=CC=1.C1(P(C2C=CC=CC=2)C2C=CC=CC=2)C=CC=CC=1.